Dataset: Full USPTO retrosynthesis dataset with 1.9M reactions from patents (1976-2016). Task: Predict the reactants needed to synthesize the given product. (1) The reactants are: [C:1]1([C:7]2[C:11]([C:12](O)=[O:13])=[C:10](/[CH:15]=[CH:16]/[C:17]3[CH:22]=[CH:21][CH:20]=[CH:19][CH:18]=3)[O:9][N:8]=2)[CH:6]=[CH:5][CH:4]=[CH:3][CH:2]=1.C(N(CC)CC)C.ClC(OCC)=O.[BH4-].[Na+].[OH-].[Na+]. Given the product [C:1]1([C:7]2[C:11]([CH2:12][OH:13])=[C:10](/[CH:15]=[CH:16]/[C:17]3[CH:18]=[CH:19][CH:20]=[CH:21][CH:22]=3)[O:9][N:8]=2)[CH:6]=[CH:5][CH:4]=[CH:3][CH:2]=1, predict the reactants needed to synthesize it. (2) Given the product [CH3:27][N:2]([CH3:1])[C:3]1[CH:26]=[CH:25][CH:24]=[CH:23][C:4]=1[CH2:5][N:6]1[CH2:10][CH2:9][C@@H:8]([NH:11][C:12]2[N:13]=[CH:14][C:15](/[CH:18]=[CH:19]/[C:20]([NH:35][O:34][CH:29]3[CH2:30][CH2:31][CH2:32][CH2:33][O:28]3)=[O:21])=[N:16][CH:17]=2)[CH2:7]1, predict the reactants needed to synthesize it. The reactants are: [CH3:1][N:2]([CH3:27])[C:3]1[CH:26]=[CH:25][CH:24]=[CH:23][C:4]=1[CH2:5][N:6]1[CH2:10][CH2:9][C@@H:8]([NH:11][C:12]2[N:13]=[CH:14][C:15](/[CH:18]=[CH:19]/[C:20](O)=[O:21])=[N:16][CH:17]=2)[CH2:7]1.[O:28]1[CH2:33][CH2:32][CH2:31][CH2:30][CH:29]1[O:34][NH2:35].C1C=CC2N(O)N=NC=2C=1.C([O-])(O)=O.[Na+]. (3) Given the product [Cl:14][C:15]1[CH:39]=[C:38]([Cl:40])[CH:37]=[CH:36][C:16]=1[CH2:17][N:18]1[C:22]2[CH:23]=[C:24]([C:28]3[CH:29]=[C:30]([CH:31]=[CH:32][CH:33]=3)[O:34][CH2:8][C:9]([O:11][CH2:12][CH3:13])=[O:10])[CH:25]=[C:26]([CH3:27])[C:21]=2[N:20]=[C:19]1[CH3:35], predict the reactants needed to synthesize it. The reactants are: C(=O)([O-])[O-].[K+].[K+].Br[CH2:8][C:9]([O:11][CH2:12][CH3:13])=[O:10].[Cl:14][C:15]1[CH:39]=[C:38]([Cl:40])[CH:37]=[CH:36][C:16]=1[CH2:17][N:18]1[C:22]2[CH:23]=[C:24]([C:28]3[CH:29]=[C:30]([OH:34])[CH:31]=[CH:32][CH:33]=3)[CH:25]=[C:26]([CH3:27])[C:21]=2[N:20]=[C:19]1[CH3:35].